Dataset: Full USPTO retrosynthesis dataset with 1.9M reactions from patents (1976-2016). Task: Predict the reactants needed to synthesize the given product. Given the product [CH3:12][C:10]([NH:13][C:14]1[N:19]=[C:18]([N:20]2[C:29]3[C:24](=[CH:25][N:26]=[C:27]([C:30]4[CH:31]=[CH:32][CH:33]=[CH:34][CH:35]=4)[CH:28]=3)[CH2:23][CH2:22][CH2:21]2)[CH:17]=[CH:16][N:15]=1)([CH3:11])[CH2:9][NH:8][C:1](=[O:4])[CH3:2], predict the reactants needed to synthesize it. The reactants are: [C:1]([OH:4])(=O)[CH3:2].N=C=N.[NH2:8][CH2:9][C:10]([NH:13][C:14]1[N:19]=[C:18]([N:20]2[C:29]3[C:24](=[CH:25][N:26]=[C:27]([C:30]4[CH:35]=[CH:34][CH:33]=[CH:32][CH:31]=4)[CH:28]=3)[CH2:23][CH2:22][CH2:21]2)[CH:17]=[CH:16][N:15]=1)([CH3:12])[CH3:11].